This data is from Catalyst prediction with 721,799 reactions and 888 catalyst types from USPTO. The task is: Predict which catalyst facilitates the given reaction. The catalyst class is: 64. Product: [CH3:42][O:43][C:44]([C:47]1[N:48]=[C:49]([CH2:52][N:53]2[N:57]=[C:56]([NH:58][C:9]([C:7]3[N:8]=[C:4]([CH3:3])[O:5][C:6]=3[C:12]3[CH:13]=[C:14]([CH3:18])[CH:15]=[CH:16][CH:17]=3)=[O:11])[CH:55]=[N:54]2)[O:50][CH:51]=1)([CH3:46])[CH3:45]. Reactant: N#N.[CH3:3][C:4]1[O:5][C:6]([C:12]2[CH:13]=[C:14]([CH3:18])[CH:15]=[CH:16][CH:17]=2)=[C:7]([C:9]([OH:11])=O)[N:8]=1.C1C=CC2N(O)N=NC=2C=1.C(Cl)CCl.CCN(C(C)C)C(C)C.[CH3:42][O:43][C:44]([C:47]1[N:48]=[C:49]([CH2:52][N:53]2[N:57]=[C:56]([NH2:58])[CH:55]=[N:54]2)[O:50][CH:51]=1)([CH3:46])[CH3:45].